Dataset: Peptide-MHC class I binding affinity with 185,985 pairs from IEDB/IMGT. Task: Regression. Given a peptide amino acid sequence and an MHC pseudo amino acid sequence, predict their binding affinity value. This is MHC class I binding data. (1) The peptide sequence is KQLNYCHLI. The MHC is HLA-A02:01 with pseudo-sequence HLA-A02:01. The binding affinity (normalized) is 0.447. (2) The peptide sequence is YLEFEALGFL. The MHC is HLA-A02:01 with pseudo-sequence HLA-A02:01. The binding affinity (normalized) is 0.598. (3) The peptide sequence is AVNKSNKPL. The MHC is HLA-A02:06 with pseudo-sequence HLA-A02:06. The binding affinity (normalized) is 0.122. (4) The peptide sequence is QRHPNFPSK. The MHC is HLA-A68:02 with pseudo-sequence HLA-A68:02. The binding affinity (normalized) is 0.285. (5) The peptide sequence is GTIIVHPNK. The MHC is HLA-B51:01 with pseudo-sequence HLA-B51:01. The binding affinity (normalized) is 0.0847. (6) The peptide sequence is APNAKEEIL. The MHC is HLA-B51:01 with pseudo-sequence HLA-B51:01. The binding affinity (normalized) is 0.272. (7) The peptide sequence is MTMLTRWKI. The MHC is HLA-A02:01 with pseudo-sequence HLA-A02:01. The binding affinity (normalized) is 0.500.